From a dataset of Full USPTO retrosynthesis dataset with 1.9M reactions from patents (1976-2016). Predict the reactants needed to synthesize the given product. (1) Given the product [C:1]([O:5][C:6](=[O:22])[NH:7][C:8]1[CH:13]=[CH:12][C:11]([C:14]2[CH:15]=[CH:16][C:17]([F:20])=[CH:18][CH:19]=2)=[CH:10][C:9]=1[NH:21][C:26](=[O:25])[CH2:27][C:28](=[O:40])[C:29]1[CH:34]=[CH:33][CH:32]=[C:31]([N:35]2[CH:39]=[CH:38][N:37]=[N:36]2)[CH:30]=1)([CH3:4])([CH3:2])[CH3:3], predict the reactants needed to synthesize it. The reactants are: [C:1]([O:5][C:6](=[O:22])[NH:7][C:8]1[CH:13]=[CH:12][C:11]([C:14]2[CH:19]=[CH:18][C:17]([F:20])=[CH:16][CH:15]=2)=[CH:10][C:9]=1[NH2:21])([CH3:4])([CH3:3])[CH3:2].C([O:25][C:26](=O)[CH2:27][C:28](=[O:40])[C:29]1[CH:34]=[CH:33][CH:32]=[C:31]([N:35]2[CH:39]=[CH:38][N:37]=[N:36]2)[CH:30]=1)C. (2) Given the product [CH2:19]([C@@H:23]1[NH:28][CH2:27][C@H:26]([CH2:29][CH2:30][CH3:31])[NH:25][C:24]1=[O:33])[CH:20]=[CH2:21], predict the reactants needed to synthesize it. The reactants are: N[C@@H](CCC)C(O)=O.Cl.N[C@@H](CC=C)C(OC)=O.[CH2:19]([C@@H:23]1[NH:28][CH2:27][C@H:26]([CH2:29][CH:30](C)[CH3:31])[NH:25][C:24]1=[O:33])[CH:20](C)[CH3:21]. (3) Given the product [C:1]([C@H:5]1[CH2:6][CH2:7][C@H:8]([O:11][C:12]2[CH:13]=[C:14]3[C:19](=[CH:20][CH:21]=2)[CH:18]=[C:17]([CH2:22][N:23]2[CH2:24][CH2:25][C:26]([CH3:34])([C:29]([OH:31])=[O:30])[CH2:27][CH2:28]2)[CH:16]=[CH:15]3)[CH2:9][CH2:10]1)([CH3:4])([CH3:2])[CH3:3], predict the reactants needed to synthesize it. The reactants are: [C:1]([C@H:5]1[CH2:10][CH2:9][C@H:8]([O:11][C:12]2[CH:13]=[C:14]3[C:19](=[CH:20][CH:21]=2)[CH:18]=[C:17]([CH2:22][N:23]2[CH2:28][CH2:27][C:26]([CH3:34])([C:29]([O:31]CC)=[O:30])[CH2:25][CH2:24]2)[CH:16]=[CH:15]3)[CH2:7][CH2:6]1)([CH3:4])([CH3:3])[CH3:2].[OH-].[Na+].O.Cl.